Dataset: Forward reaction prediction with 1.9M reactions from USPTO patents (1976-2016). Task: Predict the product of the given reaction. (1) Given the reactants [F:1][C:2]1[CH:7]=[CH:6][C:5]([CH2:8][CH2:9][N:10]2[C:15](=O)[CH2:14][CH:13]([CH2:17][CH3:18])[CH:12]([C:19]#[N:20])[C:11]2=O)=[CH:4][CH:3]=1.B.O1CCCC1.Cl, predict the reaction product. The product is: [F:1][C:2]1[CH:7]=[CH:6][C:5]([CH2:8][CH2:9][N:10]2[CH2:15][CH2:14][C@@H:13]([CH2:17][CH3:18])[C@H:12]([CH2:19][NH2:20])[CH2:11]2)=[CH:4][CH:3]=1. (2) Given the reactants NC1C=CC=CC=1CN.CCN(C(C)C)C(C)C.C(Cl)(=[O:26])C1C=CC=CC=1.[C:28]([NH:36][C:37]1[CH:44]=[CH:43][CH:42]=[CH:41][C:38]=1[CH2:39][NH2:40])(=[O:35])[C:29]1[CH:34]=[CH:33][CH:32]=[CH:31][CH:30]=1, predict the reaction product. The product is: [C:28](=[O:26])([OH:35])[NH2:36].[C:28]([NH:36][C:37]1[CH:44]=[CH:43][CH:42]=[CH:41][C:38]=1[CH2:39][NH2:40])(=[O:35])[C:29]1[CH:30]=[CH:31][CH:32]=[CH:33][CH:34]=1. (3) Given the reactants [F:1][C:2]1([F:61])[C:6]2[N:7]([CH2:14][C:15]([NH:17][C@H:18]([C:28]3[C:33]([C:34]4[CH:35]=[CH:36][CH:37]=[C:38]5[C:42]=4[N:41]([CH3:43])[N:40]=[C:39]5[NH:44][S:45]([C:48]4N=C[N:51]([CH3:53])[CH:52]=4)(=[O:47])=[O:46])=[CH:32][CH:31]=[C:30]([C:54]#[C:55][C:56]([OH:59])([CH3:58])[CH3:57])[N:29]=3)[CH2:19][C:20]3[CH:25]=[C:24]([F:26])[CH:23]=[C:22]([F:27])[CH:21]=3)=[O:16])[N:8]=[C:9]([C:10]([F:13])([F:12])[F:11])[C:5]=2[C@H:4]2[CH2:60][C@@H:3]12.[CH3:62][N:63]1C=C(S(Cl)(=O)=O)C=N1, predict the reaction product. The product is: [F:1][C:2]1([F:61])[C:6]2[N:7]([CH2:14][C:15]([NH:17][C@H:18]([C:28]3[C:33]([C:34]4[CH:35]=[CH:36][CH:37]=[C:38]5[C:42]=4[N:41]([CH3:43])[N:40]=[C:39]5[NH:44][S:45]([C:48]4[CH:62]=[N:63][N:51]([CH3:53])[CH:52]=4)(=[O:47])=[O:46])=[CH:32][CH:31]=[C:30]([C:54]#[C:55][C:56]([OH:59])([CH3:57])[CH3:58])[N:29]=3)[CH2:19][C:20]3[CH:21]=[C:22]([F:27])[CH:23]=[C:24]([F:26])[CH:25]=3)=[O:16])[N:8]=[C:9]([C:10]([F:13])([F:11])[F:12])[C:5]=2[C@H:4]2[CH2:60][C@@H:3]12. (4) Given the reactants [Br:1][C:2]1[CH:3]=[CH:4][C:5]([Cl:11])=[C:6]([CH:10]=1)[C:7](Cl)=[O:8].[CH2:12]([O:14][C:15]1[CH:20]=[CH:19][CH:18]=[CH:17][C:16]=1[F:21])[CH3:13].[Cl-].[Cl-].[Cl-].[Al+3], predict the reaction product. The product is: [Br:1][C:2]1[CH:3]=[CH:4][C:5]([Cl:11])=[C:6]([C:7]([C:18]2[CH:19]=[CH:20][C:15]([O:14][CH2:12][CH3:13])=[C:16]([F:21])[CH:17]=2)=[O:8])[CH:10]=1. (5) Given the reactants [F:1][C:2]1[C:27]([F:28])=[CH:26][CH:25]=[CH:24][C:3]=1[CH2:4][S:5][C:6]1[N:11]=[C:10]([NH:12][S:13]([N:16]2[CH2:19][C:18](O)([CH3:20])[CH2:17]2)(=[O:15])=[O:14])[CH:9]=[C:8]([O:22][CH3:23])[N:7]=1.C([N:32](C(C)C)CC)(C)C.CS(Cl)(=O)=O, predict the reaction product. The product is: [NH2:32][C:18]1([CH3:20])[CH2:19][N:16]([S:13]([NH:12][C:10]2[CH:9]=[C:8]([O:22][CH3:23])[N:7]=[C:6]([S:5][CH2:4][C:3]3[CH:24]=[CH:25][CH:26]=[C:27]([F:28])[C:2]=3[F:1])[N:11]=2)(=[O:15])=[O:14])[CH2:17]1. (6) The product is: [F:1][C:2]1[CH:7]=[C:6]([N+:8]([O-:10])=[O:9])[CH:5]=[CH:4][C:3]=1[C:11]([C:16]([O:18][CH3:19])=[O:17])([C:12]([O:14][CH3:15])=[O:13])[CH2:22][CH2:21][C:20]([O:24][CH3:25])=[O:23]. Given the reactants [F:1][C:2]1[CH:7]=[C:6]([N+:8]([O-:10])=[O:9])[CH:5]=[CH:4][C:3]=1[CH:11]([C:16]([O:18][CH3:19])=[O:17])[C:12]([O:14][CH3:15])=[O:13].[C:20]([O:24][CH3:25])(=[O:23])[CH:21]=[CH2:22].C[O-].[Na+], predict the reaction product. (7) Given the reactants [F:1][C:2]1[CH:3]=[C:4]2[C:8](=[CH:9][CH:10]=1)[NH:7][C:6](=[O:11])[C:5]2=[N:12][N:13]=[CH:14][C:15]1[NH:19][C:18]([CH3:20])=[C:17]([C:21]([NH:23][CH2:24][CH2:25][CH2:26][CH2:27][C:28]([OH:30])=O)=[O:22])[C:16]=1[CH3:31].Cl.C(N=C=NCCCN(C)C)C.O[C:45]1[C:53]2[N:52]=N[NH:50][C:49]=2[CH:48]=[CH:47][CH:46]=1.C(N(CC)CC)C.C1(N)C=CC=CC=1N, predict the reaction product. The product is: [F:1][C:2]1[CH:3]=[C:4]2[C:8](=[CH:9][CH:10]=1)[NH:7][C:6](=[O:11])[C:5]2=[N:12][N:13]=[CH:14][C:15]1[NH:19][C:18]([CH3:20])=[C:17]([C:21]([NH:23][CH2:24][CH2:25][CH2:26][CH2:27][C:28]([NH:50][C:49]2[CH:48]=[CH:47][CH:46]=[CH:45][C:53]=2[NH2:52])=[O:30])=[O:22])[C:16]=1[CH3:31]. (8) Given the reactants [CH2:1]([O:3][C:4](=[O:19])[CH:5]([O:16][CH2:17][CH3:18])[CH2:6][C:7]1[CH:15]=[CH:14][CH:13]=[C:12]2[C:8]=1[CH:9]=[CH:10][NH:11]2)[CH3:2].Cl[CH2:21][C:22]1[N:23]=[C:24]([C:28]2[CH:33]=[CH:32][C:31]([O:34][CH:35]([CH3:37])[CH3:36])=[CH:30][CH:29]=2)[O:25][C:26]=1[CH3:27].[H-].[Na+], predict the reaction product. The product is: [CH2:1]([O:3][C:4](=[O:19])[CH:5]([O:16][CH2:17][CH3:18])[CH2:6][C:7]1[CH:15]=[CH:14][CH:13]=[C:12]2[C:8]=1[CH:9]=[CH:10][N:11]2[CH2:21][C:22]1[N:23]=[C:24]([C:28]2[CH:33]=[CH:32][C:31]([O:34][CH:35]([CH3:37])[CH3:36])=[CH:30][CH:29]=2)[O:25][C:26]=1[CH3:27])[CH3:2]. (9) Given the reactants Br[C:2]1[CH:3]=[C:4]([N:8]2[C:12]3=[N:13][C:14]([O:17][CH3:18])=[CH:15][CH:16]=[C:11]3[C:10]([C:19]([NH2:21])=[O:20])=[N:9]2)[CH:5]=[CH:6][CH:7]=1.[C:22]([C@:24]1([OH:31])[CH2:28][CH2:27][N:26]([CH3:29])[C:25]1=[O:30])#[CH:23], predict the reaction product. The product is: [OH:31][C@@:24]1([C:22]#[C:23][C:2]2[CH:3]=[C:4]([N:8]3[C:12]4=[N:13][C:14]([O:17][CH3:18])=[CH:15][CH:16]=[C:11]4[C:10]([C:19]([NH2:21])=[O:20])=[N:9]3)[CH:5]=[CH:6][CH:7]=2)[CH2:28][CH2:27][N:26]([CH3:29])[C:25]1=[O:30].